Task: Regression. Given a peptide amino acid sequence and an MHC pseudo amino acid sequence, predict their binding affinity value. This is MHC class II binding data.. Dataset: Peptide-MHC class II binding affinity with 134,281 pairs from IEDB (1) The peptide sequence is SGSAASMVNGVIKIL. The MHC is DRB5_0101 with pseudo-sequence DRB5_0101. The binding affinity (normalized) is 0.808. (2) The peptide sequence is KYFAATQFEPLAARL. The MHC is DRB1_0901 with pseudo-sequence DRB1_0901. The binding affinity (normalized) is 0.529. (3) The peptide sequence is GELQIVDTIDAAFKI. The MHC is DRB1_0404 with pseudo-sequence DRB1_0404. The binding affinity (normalized) is 0.598.